From a dataset of Forward reaction prediction with 1.9M reactions from USPTO patents (1976-2016). Predict the product of the given reaction. (1) Given the reactants [S:1]1[CH:5]=[CH:4][CH:3]=[C:2]1B(O)O.[CH2:9]([O:13][C:14]1[CH:19]=[CH:18][C:17](Br)=[CH:16][CH:15]=1)[CH2:10][CH2:11][CH3:12].C(=O)([O-])[O-].[Na+].[Na+].ClCCl, predict the reaction product. The product is: [CH2:9]([O:13][C:14]1[CH:19]=[CH:18][C:17]([C:2]2[S:1][CH:5]=[CH:4][CH:3]=2)=[CH:16][CH:15]=1)[CH2:10][CH2:11][CH3:12]. (2) Given the reactants Br[C:2]1[CH:3]=[CH:4][C:5]2[NH:6][C:7]3[C:12]([C:13]=2[CH:14]=1)=[CH:11][CH:10]=[CH:9][CH:8]=3.[C:15]([Cu])#[N:16], predict the reaction product. The product is: [CH:4]1[C:5]2[NH:6][C:7]3[C:12](=[CH:11][CH:10]=[CH:9][CH:8]=3)[C:13]=2[CH:14]=[C:2]([C:15]#[N:16])[CH:3]=1. (3) The product is: [CH3:17][S:18]([O:9][CH:1]1[CH:8]2[N:4]([CH2:5][CH2:6][CH2:7]2)[CH2:3][CH2:2]1)(=[O:20])=[O:19]. Given the reactants [CH:1]1([OH:9])[CH:8]2[N:4]([CH2:5][CH2:6][CH2:7]2)[CH2:3][CH2:2]1.C(N(CC)CC)C.[CH3:17][S:18](Cl)(=[O:20])=[O:19].[Cl-].[NH4+].[Na], predict the reaction product. (4) Given the reactants [Cl:1][C:2]1[CH:7]=[CH:6][CH:5]=[CH:4][C:3]=1[C@H:8]([O:10][C:11](=[O:26])[NH:12][C:13]1[C:14]([CH3:25])=[N:15][O:16][C:17]=1[C:18]1[CH:23]=[CH:22][C:21](Br)=[CH:20][CH:19]=1)[CH3:9].[C:27]([CH2:29][C:30]1[CH:35]=[CH:34][C:33](B(O)O)=[CH:32][CH:31]=1)#[N:28], predict the reaction product. The product is: [Cl:1][C:2]1[CH:7]=[CH:6][CH:5]=[CH:4][C:3]=1[C@H:8]([O:10][C:11](=[O:26])[NH:12][C:13]1[C:14]([CH3:25])=[N:15][O:16][C:17]=1[C:18]1[CH:23]=[CH:22][C:21]([C:33]2[CH:34]=[CH:35][C:30]([CH2:29][C:27]#[N:28])=[CH:31][CH:32]=2)=[CH:20][CH:19]=1)[CH3:9]. (5) Given the reactants [Cl:1][C:2]1[C:3]2[C:10](=[CH:11][C:12]3[NH:13][C:14]([CH3:27])=[C:15]([CH2:18][CH2:19][CH2:20][N:21]4[CH2:26][CH2:25][O:24][CH2:23][CH2:22]4)[C:16]=3[CH3:17])[C:9](=[O:28])[NH:8][C:4]=2[N:5]=[CH:6][N:7]=1.[Cl:29][C:30]1[CH:31]=[C:32]([NH2:37])[CH:33]=[CH:34][C:35]=1[F:36], predict the reaction product. The product is: [ClH:1].[Cl:29][C:30]1[CH:31]=[C:32]([NH:37][C:2]2[C:3]3[C:10](=[CH:11][C:12]4[NH:13][C:14]([CH3:27])=[C:15]([CH2:18][CH2:19][CH2:20][N:21]5[CH2:26][CH2:25][O:24][CH2:23][CH2:22]5)[C:16]=4[CH3:17])[C:9](=[O:28])[NH:8][C:4]=3[N:5]=[CH:6][N:7]=2)[CH:33]=[CH:34][C:35]=1[F:36].